From a dataset of Reaction yield outcomes from USPTO patents with 853,638 reactions. Predict the reaction yield, written as a fraction of the theoretical maximum amount of product (1.0 means a 100% yield; for example, 0.34 means a 34% yield). (1) The reactants are [Br:1][C:2]1[CH:3]=[C:4]([NH:8][C:9]([NH:11][CH:12]([CH3:18])[CH:13](OC)OC)=[S:10])[CH:5]=[CH:6][CH:7]=1. The catalyst is O.Cl. The product is [Br:1][C:2]1[CH:3]=[C:4]([N:8]2[CH:13]=[C:12]([CH3:18])[N:11]=[C:9]2[SH:10])[CH:5]=[CH:6][CH:7]=1. The yield is 0.690. (2) The reactants are [NH2:1][C:2]1[C:11]2[C:6](=[CH:7][CH:8]=[CH:9][C:10]=2[O:12][CH:13]2[CH2:18][CH2:17][CH2:16][CH2:15][CH2:14]2)[N:5]=[C:4]([CH3:19])[C:3]=1[C:20]([OH:22])=[O:21].C([O-])(O)=O.[Na+:27]. The catalyst is C(O)C.O. The product is [NH2:1][C:2]1[C:11]2[C:6](=[CH:7][CH:8]=[CH:9][C:10]=2[O:12][CH:13]2[CH2:18][CH2:17][CH2:16][CH2:15][CH2:14]2)[N:5]=[C:4]([CH3:19])[C:3]=1[C:20]([O-:22])=[O:21].[Na+:27]. The yield is 1.00. (3) The reactants are [CH2:1]([N:3]1[CH:7]=[C:6]([C:8]2[CH:13]=[CH:12][N:11]=[C:10]3[NH:14][C:15]([C:17]4[CH:22]=[CH:21][C:20]([CH2:23][N:24]5[CH2:29][CH2:28][O:27][CH2:26][CH2:25]5)=[CH:19][CH:18]=4)=[CH:16][C:9]=23)[C:5]([C:30]2[CH:35]=[CH:34][C:33]([NH2:36])=[CH:32][CH:31]=2)=[N:4]1)[CH3:2].[CH2:37]([N:39]([CH2:42][CH3:43])[CH2:40]C)[CH3:38].ClC(OC(C)=C)=[O:46].N1CCCC1. The catalyst is O1CCCC1. The product is [CH2:1]([N:3]1[CH:7]=[C:6]([C:8]2[CH:13]=[CH:12][N:11]=[C:10]3[NH:14][C:15]([C:17]4[CH:22]=[CH:21][C:20]([CH2:23][N:24]5[CH2:29][CH2:28][O:27][CH2:26][CH2:25]5)=[CH:19][CH:18]=4)=[CH:16][C:9]=23)[C:5]([C:30]2[CH:35]=[CH:34][C:33]([NH:36][C:40]([N:39]3[CH2:42][CH2:43][CH2:38][CH2:37]3)=[O:46])=[CH:32][CH:31]=2)=[N:4]1)[CH3:2]. The yield is 0.370. (4) The reactants are [CH3:1][O:2][C:3]([C:5]1[CH:6]=[C:7]([CH:11]=[CH:12][CH:13]=1)[C:8]([OH:10])=O)=[O:4].C(Cl)(=O)C(Cl)=O.N1C=CC=CC=1.[F:26][C:27]1[CH:32]=[CH:31][CH:30]=[C:29]([F:33])[C:28]=1[NH2:34]. The catalyst is C(Cl)Cl.CN(C1C=CN=CC=1)C.CN(C=O)C. The product is [F:26][C:27]1[CH:32]=[CH:31][CH:30]=[C:29]([F:33])[C:28]=1[NH:34][C:8]([C:7]1[CH:6]=[C:5]([CH:13]=[CH:12][CH:11]=1)[C:3]([O:2][CH3:1])=[O:4])=[O:10]. The yield is 0.860. (5) The reactants are [F:1][C:2]1[CH:3]=[N:4][CH:5]=[C:6]([F:17])[C:7]=1[C:8]([NH:10][C:11]1[S:12][C:13](Br)=[CH:14][N:15]=1)=[O:9].[CH3:18][N:19]1[C:23](B(O)O)=[CH:22][C:21]([C:27]([F:30])([F:29])[F:28])=[N:20]1.[O-]P([O-])([O-])=O.[K+].[K+].[K+]. The catalyst is C(#N)C.O1CCOCC1.O.CC(=O)OCC. The product is [F:1][C:2]1[CH:3]=[N:4][CH:5]=[C:6]([F:17])[C:7]=1[C:8]([NH:10][C:11]1[S:12][C:13]([C:23]2[N:19]([CH3:18])[N:20]=[C:21]([C:27]([F:30])([F:29])[F:28])[CH:22]=2)=[CH:14][N:15]=1)=[O:9]. The yield is 0.647. (6) The reactants are [OH:1][C:2]1[C:3]([C:8]([OH:10])=O)=[N:4][CH:5]=[CH:6][CH:7]=1.C(N(C(C)C)CC)(C)C.CCN=C=NCCCN(C)C.ON1C2C=CC=CC=2N=N1.Cl.[C:42]([O:46][C:47](=[O:50])[CH2:48][NH2:49])([CH3:45])([CH3:44])[CH3:43]. The catalyst is CN(C=O)C. The product is [C:42]([O:46][C:47](=[O:50])[CH2:48][NH:49][C:8]([C:3]1[C:2]([OH:1])=[CH:7][CH:6]=[CH:5][N:4]=1)=[O:10])([CH3:45])([CH3:44])[CH3:43]. The yield is 0.220.